From a dataset of Catalyst prediction with 721,799 reactions and 888 catalyst types from USPTO. Predict which catalyst facilitates the given reaction. (1) Reactant: [C:1]1([C:10]2[CH:15]=[CH:14][CH:13]=[CH:12][CH:11]=2)[CH:6]=[CH:5][C:4]([CH2:7][CH2:8][OH:9])=[CH:3][CH:2]=1.C(N(CC)CC)C.[S:23](Cl)([CH3:26])(=[O:25])=[O:24]. Product: [C:1]1([C:10]2[CH:11]=[CH:12][CH:13]=[CH:14][CH:15]=2)[CH:2]=[CH:3][C:4]([CH2:7][CH2:8][O:9][S:23]([CH3:26])(=[O:25])=[O:24])=[CH:5][CH:6]=1. The catalyst class is: 2. (2) Reactant: [O:1]=[C:2]1[N:6]([CH2:7][C:8]2[N:9]=[C:10]([C:13]3[CH:14]=[N:15][CH:16]=[CH:17][CH:18]=3)[S:11][CH:12]=2)[C:5](=[O:19])[CH2:4][N:3]1[C@@H:20]([C@@H:28]([CH3:31])[CH2:29][CH3:30])[C:21]([O:23]C(C)(C)C)=[O:22].FC(F)(F)C(O)=O. Product: [O:1]=[C:2]1[N:6]([CH2:7][C:8]2[N:9]=[C:10]([C:13]3[CH:14]=[N:15][CH:16]=[CH:17][CH:18]=3)[S:11][CH:12]=2)[C:5](=[O:19])[CH2:4][N:3]1[C@@H:20]([C@@H:28]([CH3:31])[CH2:29][CH3:30])[C:21]([OH:23])=[O:22]. The catalyst class is: 4. (3) Reactant: [NH:1]1[CH:5]=[C:4]([CH:6]2[C:14]3[C:9](=[C:10]([CH3:18])[C:11]([CH3:17])=[C:12]([O:15][CH3:16])[CH:13]=3)[C:8](=[O:19])[CH2:7]2)[N:3]=[CH:2]1.[BH4-].[Na+]. Product: [NH:1]1[CH:5]=[C:4]([CH:6]2[C:14]3[C:9](=[C:10]([CH3:18])[C:11]([CH3:17])=[C:12]([O:15][CH3:16])[CH:13]=3)[CH:8]([OH:19])[CH2:7]2)[N:3]=[CH:2]1. The catalyst class is: 8. (4) The catalyst class is: 5. Reactant: [Cl:1][C:2]1[C:11]2[CH2:10][CH2:9][CH2:8][N:7]([CH:12]3[CH2:17][CH2:16][N:15]([C:18]4[S:19][C:20]([C:23]([O:25]CC)=[O:24])=[CH:21][N:22]=4)[CH2:14][CH2:13]3)[C:6](=[O:28])[C:5]=2[NH:4][C:3]=1[CH3:29].[Li+].[OH-].Cl. Product: [Cl:1][C:2]1[C:11]2[CH2:10][CH2:9][CH2:8][N:7]([CH:12]3[CH2:13][CH2:14][N:15]([C:18]4[S:19][C:20]([C:23]([OH:25])=[O:24])=[CH:21][N:22]=4)[CH2:16][CH2:17]3)[C:6](=[O:28])[C:5]=2[NH:4][C:3]=1[CH3:29]. (5) The catalyst class is: 242. Product: [CH3:28][O:27][C:25]1[CH:24]=[CH:23][N:22]=[C:21]2[NH:20][CH:19]=[C:18]([CH:11]([C:12]3[CH:13]=[CH:14][CH:15]=[CH:16][CH:17]=3)[CH:5]([C:4]([OH:29])=[O:3])[C:6]([OH:8])=[O:7])[C:26]=12. Reactant: C([O:3][C:4](=[O:29])[CH:5]([CH:11]([C:18]1[C:26]2[C:21](=[N:22][CH:23]=[CH:24][C:25]=2[O:27][CH3:28])[NH:20][CH:19]=1)[C:12]1[CH:17]=[CH:16][CH:15]=[CH:14][CH:13]=1)[C:6]([O:8]CC)=[O:7])C.O.[OH-].[K+]. (6) Reactant: [C:1]([O:5][C:6]([NH:8][C@@H:9]([CH2:13][CH2:14][C:15]1[CH:20]=[CH:19][CH:18]=[CH:17][CH:16]=1)[C:10]([OH:12])=[O:11])=[O:7])([CH3:4])([CH3:3])[CH3:2].[CH3:21][Si](C=[N+]=[N-])(C)C. Product: [CH3:21][O:11][C:10](=[O:12])[C@@H:9]([NH:8][C:6]([O:5][C:1]([CH3:4])([CH3:2])[CH3:3])=[O:7])[CH2:13][CH2:14][C:15]1[CH:16]=[CH:17][CH:18]=[CH:19][CH:20]=1. The catalyst class is: 5.